From a dataset of Merck oncology drug combination screen with 23,052 pairs across 39 cell lines. Regression. Given two drug SMILES strings and cell line genomic features, predict the synergy score measuring deviation from expected non-interaction effect. (1) Drug 1: NC1(c2ccc(-c3nc4ccn5c(=O)[nH]nc5c4cc3-c3ccccc3)cc2)CCC1. Drug 2: CCC1(O)C(=O)OCc2c1cc1n(c2=O)Cc2cc3c(CN(C)C)c(O)ccc3nc2-1. Cell line: HT144. Synergy scores: synergy=24.2. (2) Drug 1: COC12C(COC(N)=O)C3=C(C(=O)C(C)=C(N)C3=O)N1CC1NC12. Drug 2: C#Cc1cccc(Nc2ncnc3cc(OCCOC)c(OCCOC)cc23)c1. Cell line: A427. Synergy scores: synergy=-37.3. (3) Drug 1: O=c1[nH]cc(F)c(=O)[nH]1. Drug 2: C#Cc1cccc(Nc2ncnc3cc(OCCOC)c(OCCOC)cc23)c1. Cell line: A375. Synergy scores: synergy=14.0. (4) Drug 1: O=C(O)C1(Cc2cccc(Nc3nccs3)n2)CCC(Oc2cccc(Cl)c2F)CC1. Drug 2: C#Cc1cccc(Nc2ncnc3cc(OCCOC)c(OCCOC)cc23)c1. Cell line: LOVO. Synergy scores: synergy=24.6. (5) Drug 1: O=S1(=O)NC2(CN1CC(F)(F)F)C1CCC2Cc2cc(C=CCN3CCC(C(F)(F)F)CC3)ccc2C1. Drug 2: O=C(CCCCCCC(=O)Nc1ccccc1)NO. Cell line: SW620. Synergy scores: synergy=3.96.